From a dataset of Full USPTO retrosynthesis dataset with 1.9M reactions from patents (1976-2016). Predict the reactants needed to synthesize the given product. (1) Given the product [CH:1]([O:4][C:5]([N:7]1[CH2:12][CH2:11][CH:10]([CH2:13][CH2:14][CH2:15][O:16][S:17]([CH3:18])(=[O:20])=[O:19])[CH2:9][CH2:8]1)=[O:6])([CH3:3])[CH3:2], predict the reactants needed to synthesize it. The reactants are: [CH:1]([O:4][C:5]([N:7]1[CH2:12][CH2:11][CH:10]([CH2:13][CH2:14][CH2:15][OH:16])[CH2:9][CH2:8]1)=[O:6])([CH3:3])[CH3:2].[S:17]([O-])(=[O:20])(=[O:19])[CH3:18]. (2) Given the product [O:40]1[C:41]2[CH:47]=[CH:46][CH:45]=[CH:44][C:42]=2[N:43]=[C:39]1[NH:20][CH2:19][C:16]1[CH:15]=[CH:14][C:13]([CH2:12][N:11]([CH2:10][C:2]2[NH:3][C:4]3[CH:9]=[CH:8][CH:7]=[CH:6][C:5]=3[N:1]=2)[CH:21]2[C:30]3[N:29]=[CH:28][CH:27]=[CH:26][C:25]=3[CH2:24][CH2:23][CH2:22]2)=[CH:18][CH:17]=1, predict the reactants needed to synthesize it. The reactants are: [NH:1]1[C:5]2[CH:6]=[CH:7][CH:8]=[CH:9][C:4]=2[N:3]=[C:2]1[CH2:10][N:11]([CH:21]1[C:30]2[N:29]=[CH:28][CH:27]=[CH:26][C:25]=2[CH2:24][CH2:23][CH2:22]1)[CH2:12][C:13]1[CH:18]=[CH:17][C:16]([CH2:19][NH2:20])=[CH:15][CH:14]=1.C(N(CC)CC)C.Cl[C:39]1[O:40][C:41]2[CH:47]=[CH:46][CH:45]=[CH:44][C:42]=2[N:43]=1. (3) Given the product [Cl:1][C:2]1[CH:3]=[C:4]([NH:19][S:28]([C:23]2[CH:24]=[CH:25][C:26]([F:27])=[C:21]([F:20])[CH:22]=2)(=[O:30])=[O:29])[CH:5]=[N:6][C:7]=1[O:8][C:9]1[CH:10]=[N:11][C:12]2[C:17]([CH:18]=1)=[CH:16][CH:15]=[CH:14][CH:13]=2, predict the reactants needed to synthesize it. The reactants are: [Cl:1][C:2]1[CH:3]=[C:4]([NH2:19])[CH:5]=[N:6][C:7]=1[O:8][C:9]1[CH:10]=[N:11][C:12]2[C:17]([CH:18]=1)=[CH:16][CH:15]=[CH:14][CH:13]=2.[F:20][C:21]1[CH:22]=[C:23]([S:28](Cl)(=[O:30])=[O:29])[CH:24]=[CH:25][C:26]=1[F:27].